Dataset: Full USPTO retrosynthesis dataset with 1.9M reactions from patents (1976-2016). Task: Predict the reactants needed to synthesize the given product. (1) Given the product [CH2:26]([O:28][C:29](=[O:33])[CH2:30][CH2:31][NH:32][C:16]1[CH:15]=[CH:14][C:13]2[C:18](=[CH:19][CH:20]=[C:21]([Cl:22])[C:12]=2[C:10](=[O:11])[NH:9][CH2:8][CH:5]2[CH2:6][CH2:7][C:2]([F:24])([F:1])[CH2:3][CH2:4]2)[N:17]=1)[CH3:27], predict the reactants needed to synthesize it. The reactants are: [F:1][C:2]1([F:24])[CH2:7][CH2:6][CH:5]([CH2:8][NH:9][C:10]([C:12]2[C:13]3[CH:14]=[CH:15][C:16](Cl)=[N:17][C:18]=3[CH:19]=[CH:20][C:21]=2[Cl:22])=[O:11])[CH2:4][CH2:3]1.Cl.[CH2:26]([O:28][C:29](=[O:33])[CH2:30][CH2:31][NH2:32])[CH3:27]. (2) Given the product [CH:21]1([C:20]2[C:11]([CH2:10][N:4]3[CH2:5][C@@H:6]4[CH2:9][C@H:3]3[CH2:8][N:7]4[C@H:21]([C:20]3[CH:11]=[C:12]([Cl:1])[CH:13]=[C:14]([Cl:2])[CH:19]=3)[CH3:22])=[CH:12][C:13]([F:24])=[C:14]([CH:19]=2)[C:15]([O:17][CH3:18])=[O:16])[CH2:23][CH2:22]1, predict the reactants needed to synthesize it. The reactants are: [ClH:1].[ClH:2].[C@H:3]12[CH2:9][C@H:6]([NH:7][CH2:8]1)[CH2:5][N:4]2[CH2:10][C:11]1[C:20]([CH:21]2[CH2:23][CH2:22]2)=[CH:19][C:14]([C:15]([O:17][CH3:18])=[O:16])=[C:13]([F:24])[CH:12]=1.C(=O)([O-])[O-].[K+].[K+]. (3) Given the product [Cl:25][C:7]1[CH:6]=[N:5][N:4]([CH2:1][CH2:2][CH3:3])[C:8]=1[C:9]1[CH:10]=[C:11]([C:14]([O:16][CH3:17])=[O:15])[S:12][CH:13]=1, predict the reactants needed to synthesize it. The reactants are: [CH2:1]([N:4]1[C:8]([C:9]2[CH:10]=[C:11]([C:14]([O:16][CH3:17])=[O:15])[S:12][CH:13]=2)=[CH:7][CH:6]=[N:5]1)[CH2:2][CH3:3].C1C(=O)N([Cl:25])C(=O)C1.